From a dataset of Forward reaction prediction with 1.9M reactions from USPTO patents (1976-2016). Predict the product of the given reaction. (1) Given the reactants [NH2:1][C@H:2]([CH2:6][CH2:7][NH:8][C:9]([C:11]1[N:12]=[C:13]([C:29]#[N:30])[C:14]2[C:19]([C:20]=1[OH:21])=[CH:18][CH:17]=[C:16]([O:22][C:23]1[CH:28]=[CH:27][CH:26]=[CH:25][CH:24]=1)[CH:15]=2)=[O:10])[C:3]([OH:5])=[O:4].C(N(CC)CC)C.[CH2:38]([N:40]=[C:41]=[O:42])[CH3:39].Cl, predict the reaction product. The product is: [C:29]([C:13]1[C:14]2[C:19](=[CH:18][CH:17]=[C:16]([O:22][C:23]3[CH:28]=[CH:27][CH:26]=[CH:25][CH:24]=3)[CH:15]=2)[C:20]([OH:21])=[C:11]([C:9]([NH:8][CH2:7][CH2:6][C@@H:2]([NH:1][C:41]([NH:40][CH2:38][CH3:39])=[O:42])[C:3]([OH:5])=[O:4])=[O:10])[N:12]=1)#[N:30]. (2) The product is: [C:42]1([CH3:51])[CH:47]=[CH:46][C:45]([C:48]([O:30][C:31]23[CH2:40][CH:35]4[CH2:36][CH:37]([CH2:39][CH:33]([C:34]4=[O:41])[CH2:32]2)[CH2:38]3)=[O:49])=[CH:44][CH:43]=1. Given the reactants CC(C)(CNC(C[C@@H]1CC[C@@]2(O[C@]3(C4CC5C[C@@](O)(C4)CC3C5)OO2)CC1)=O)N.[OH:30][C:31]12[CH2:40][CH:35]3[CH2:36][CH:37]([CH2:39][CH:33]([C:34]3=[O:41])[CH2:32]1)[CH2:38]2.[C:42]1([CH3:51])[CH:47]=[CH:46][C:45]([C:48](Cl)=[O:49])=[CH:44][CH:43]=1, predict the reaction product. (3) Given the reactants [CH3:1][N:2]([CH:19]1[CH2:24][CH2:23][N:22](C(OC(C)(C)C)=O)[CH2:21][CH2:20]1)[C:3]([N:5]1[CH:9]=[C:8]([C:10]2[CH:15]=[CH:14][CH:13]=[C:12]([N+:16]([O-:18])=[O:17])[CH:11]=2)[N:7]=[CH:6]1)=[O:4].[ClH:32].C(OCC)C, predict the reaction product. The product is: [ClH:32].[CH3:1][N:2]([CH:19]1[CH2:24][CH2:23][NH:22][CH2:21][CH2:20]1)[C:3]([N:5]1[CH:9]=[C:8]([C:10]2[CH:15]=[CH:14][CH:13]=[C:12]([N+:16]([O-:18])=[O:17])[CH:11]=2)[N:7]=[CH:6]1)=[O:4].